Dataset: HIV replication inhibition screening data with 41,000+ compounds from the AIDS Antiviral Screen. Task: Binary Classification. Given a drug SMILES string, predict its activity (active/inactive) in a high-throughput screening assay against a specified biological target. (1) The molecule is Cc1cc2nc(O)c(CCC(=O)O)nc2cc1C. The result is 0 (inactive). (2) The drug is CCCCCCCCCCCCCCCCC(C(=O)OC)S(=O)(=O)O. The result is 0 (inactive). (3) The molecule is Cc1nc(Cl)c(Cl)c(Cl)n1. The result is 0 (inactive). (4) The drug is COCn1c2ccccc2c2nc(-c3ccncc3)nc(-c3ccncc3)c21. The result is 0 (inactive).